This data is from Full USPTO retrosynthesis dataset with 1.9M reactions from patents (1976-2016). The task is: Predict the reactants needed to synthesize the given product. (1) Given the product [C:1]1([CH:7]([C:29]2[CH:34]=[CH:33][CH:32]=[CH:31][CH:30]=2)[CH2:8][NH:9][C:10]2[N:18]=[C:17]([C:35]#[N:36])[N:16]=[C:15]3[C:11]=2[N:12]=[CH:13][N:14]3[CH:23]2[CH2:28][CH2:27][CH2:26][CH2:25][O:24]2)[CH:6]=[CH:5][CH:4]=[CH:3][CH:2]=1, predict the reactants needed to synthesize it. The reactants are: [C:1]1([CH:7]([C:29]2[CH:34]=[CH:33][CH:32]=[CH:31][CH:30]=2)[CH2:8][NH:9][C:10]2[N:18]=[C:17](S(C)(=O)=O)[N:16]=[C:15]3[C:11]=2[N:12]=[CH:13][N:14]3[CH:23]2[CH2:28][CH2:27][CH2:26][CH2:25][O:24]2)[CH:6]=[CH:5][CH:4]=[CH:3][CH:2]=1.[C-:35]#[N:36].[K+]. (2) Given the product [CH3:16][N-:17][CH3:18].[CH3:16][N:17]([CH3:18])[C:1](=[O:14])[CH2:2][CH2:3][CH2:4][CH2:5][CH2:6][CH2:7][CH2:8][CH2:9][CH2:10][CH2:11][CH3:12], predict the reactants needed to synthesize it. The reactants are: [C:1]([O:14]C)(=O)[CH2:2][CH2:3][CH2:4][CH2:5][CH2:6][CH2:7][CH2:8][CH2:9][CH2:10][CH2:11][CH3:12].[CH3:16][NH:17][CH3:18].